Dataset: Reaction yield outcomes from USPTO patents with 853,638 reactions. Task: Predict the reaction yield, written as a fraction of the theoretical maximum amount of product (1.0 means a 100% yield; for example, 0.34 means a 34% yield). (1) The reactants are Br[C:2]1[C:7]([CH3:8])=[CH:6][CH:5]=[CH:4][N:3]=1.[OH:9][CH2:10][C:11]1[CH:16]=[CH:15][C:14](B(O)O)=[CH:13][CH:12]=1.C(=O)([O-])[O-].[Na+].[Na+]. The catalyst is C1(C)C=CC=CC=1.C1C=CC([P]([Pd]([P](C2C=CC=CC=2)(C2C=CC=CC=2)C2C=CC=CC=2)([P](C2C=CC=CC=2)(C2C=CC=CC=2)C2C=CC=CC=2)[P](C2C=CC=CC=2)(C2C=CC=CC=2)C2C=CC=CC=2)(C2C=CC=CC=2)C2C=CC=CC=2)=CC=1. The product is [CH3:8][C:7]1[C:2]([C:14]2[CH:15]=[CH:16][C:11]([CH2:10][OH:9])=[CH:12][CH:13]=2)=[N:3][CH:4]=[CH:5][CH:6]=1. The yield is 0.470. (2) The reactants are [CH3:1][O:2][C:3]1[CH:4]=[CH:5][C:6]2[C:12](=[CH2:13])[CH2:11][N:10]([C:14](=[O:19])[C:15]([F:18])([F:17])[F:16])[CH2:9][CH2:8][C:7]=2[N:20]=1. The catalyst is [Pd].CO. The product is [CH3:1][O:2][C:3]1[CH:4]=[CH:5][C:6]2[CH:12]([CH3:13])[CH2:11][N:10]([C:14](=[O:19])[C:15]([F:18])([F:16])[F:17])[CH2:9][CH2:8][C:7]=2[N:20]=1. The yield is 0.980. (3) The reactants are Cl[C:2]1[N:10]=[C:9](Cl)[CH:8]=[CH:7][C:3]=1[C:4]([NH2:6])=[O:5].[O:12]([C:19]1[CH:24]=[CH:23][C:22]([OH:25])=[CH:21][CH:20]=1)[C:13]1[CH:18]=[CH:17][CH:16]=[CH:15][CH:14]=1.CC1(C)C(C)(C)OB([C:34]2[CH2:35][CH:36]3[N:41]([C:42]([O:44]C(C)(C)C)=O)[CH:39]([CH:40]=2)[CH2:38][CH2:37]3)O1.[C:50]([C:53]1C=CC(C2CCN(C(OC(C)(C)C)=O)CC=2)=NC=1NC1C=CC(CCN2CCCC2)=CC=1)(=O)N. No catalyst specified. The product is [C:42]([N:41]1[CH:39]2[CH2:38][CH2:37][CH:36]1[CH2:35][CH:34]([C:9]1[CH:8]=[CH:7][C:3]([C:4]([NH2:6])=[O:5])=[C:2]([O:25][C:22]3[CH:21]=[CH:20][C:19]([O:12][C:13]4[CH:18]=[CH:17][CH:16]=[CH:15][CH:14]=4)=[CH:24][CH:23]=3)[N:10]=1)[CH2:40]2)(=[O:44])[CH:50]=[CH2:53]. The yield is 0.350. (4) The reactants are [NH2:1][C:2]1[CH:3]=[N:4][CH:5]=[CH:6][CH:7]=1.[NH2:8][C:9]1[C:10]([C:16](OC)=[O:17])=[N:11][C:12]([Br:15])=[CH:13][N:14]=1.N12CCCN=C1CCCCC2. The catalyst is O. The product is [NH2:8][C:9]1[C:10]([C:16]([NH:1][C:2]2[CH:3]=[N:4][CH:5]=[CH:6][CH:7]=2)=[O:17])=[N:11][C:12]([Br:15])=[CH:13][N:14]=1. The yield is 0.590. (5) The reactants are Br[C:2]1[C:3](=[O:14])[N:4]([CH3:13])[C:5]([NH:8][CH2:9][CH:10]2[CH2:12][CH2:11]2)=[N:6][CH:7]=1.[CH2:15]([O:22][C:23]1[CH:28]=[CH:27][C:26](B(O)O)=[CH:25][C:24]=1[F:32])[C:16]1[CH:21]=[CH:20][CH:19]=[CH:18][CH:17]=1.[Cl-].[Li+]. The catalyst is O1CCOCC1.C([O-])([O-])=O.[Na+].[Na+].C1C=CC([P]([Pd]([P](C2C=CC=CC=2)(C2C=CC=CC=2)C2C=CC=CC=2)([P](C2C=CC=CC=2)(C2C=CC=CC=2)C2C=CC=CC=2)[P](C2C=CC=CC=2)(C2C=CC=CC=2)C2C=CC=CC=2)(C2C=CC=CC=2)C2C=CC=CC=2)=CC=1. The product is [CH2:15]([O:22][C:23]1[CH:28]=[CH:27][C:26]([C:2]2[C:3](=[O:14])[N:4]([CH3:13])[C:5]([NH:8][CH2:9][CH:10]3[CH2:12][CH2:11]3)=[N:6][CH:7]=2)=[CH:25][C:24]=1[F:32])[C:16]1[CH:17]=[CH:18][CH:19]=[CH:20][CH:21]=1. The yield is 0.780. (6) The reactants are C([O:8][N:9]1[C:15](=[O:16])[N:14]2[CH2:17][C@H:10]1[CH2:11][CH2:12][C@H:13]2[C:18]([NH:20][O:21][C@@H:22]1[CH2:26][CH2:25][N:24]([C:27]([O:29][C:30]([CH3:33])([CH3:32])[CH3:31])=[O:28])[CH2:23]1)=[O:19])C1C=CC=CC=1.[H][H]. The catalyst is CO.[Pd]. The product is [OH:8][N:9]1[C:15](=[O:16])[N:14]2[CH2:17][C@H:10]1[CH2:11][CH2:12][C@H:13]2[C:18]([NH:20][O:21][C@@H:22]1[CH2:26][CH2:25][N:24]([C:27]([O:29][C:30]([CH3:33])([CH3:32])[CH3:31])=[O:28])[CH2:23]1)=[O:19]. The yield is 0.930.